This data is from Catalyst prediction with 721,799 reactions and 888 catalyst types from USPTO. The task is: Predict which catalyst facilitates the given reaction. (1) Reactant: [CH2:1]([O:3][CH2:4][C:5]([NH:7][C:8]1[C:9]2[N:10]([N:27]=[N:28][N:29]=2)[C:11]([CH3:26])=[C:12]([CH3:25])[C:13]=1[NH:14][CH2:15][CH2:16][NH:17][C:18](=[O:24])[O:19][C:20]([CH3:23])([CH3:22])[CH3:21])=O)[CH3:2].Cl.N1C=CC=CC=1. Product: [CH2:1]([O:3][CH2:4][C:5]1[N:14]([CH2:15][CH2:16][NH:17][C:18](=[O:24])[O:19][C:20]([CH3:21])([CH3:22])[CH3:23])[C:13]2[C:12]([CH3:25])=[C:11]([CH3:26])[N:10]3[N:27]=[N:28][N:29]=[C:9]3[C:8]=2[N:7]=1)[CH3:2]. The catalyst class is: 17. (2) Reactant: [C:1]1([CH:8]=[CH:7][CH:6]=[C:4]([OH:5])[CH:3]=1)[OH:2].C(=O)([O-])[O-].[K+].[K+].Br[CH2:16][CH2:17][CH3:18]. Product: [CH2:16]([O:2][C:1]1[CH:3]=[C:4]([OH:5])[CH:6]=[CH:7][CH:8]=1)[CH2:17][CH3:18]. The catalyst class is: 18.